This data is from Catalyst prediction with 721,799 reactions and 888 catalyst types from USPTO. The task is: Predict which catalyst facilitates the given reaction. Reactant: [F:1][C:2]([F:7])([F:6])[C:3]([OH:5])=[O:4].N[C:9]1[CH:36]=[CH:35][C:12]([CH2:13][N:14]2[C:20]3[CH:21]=[CH:22][CH:23]=[CH:24][C:19]=3[CH2:18][N:17]([C:25](=[O:33])[C:26]3[CH:31]=[CH:30][C:29]([Cl:32])=[CH:28][CH:27]=3)[CH2:16][C:15]2=[O:34])=[CH:11][CH:10]=1.C=O.[C:39]([BH3-])#[N:40].[Na+].[C:43](O)(=O)C. Product: [F:1][C:2]([F:7])([F:6])[C:3]([OH:5])=[O:4].[CH3:43][N:40]([CH3:39])[C:9]1[CH:36]=[CH:35][C:12]([CH2:13][N:14]2[C:20]3[CH:21]=[CH:22][CH:23]=[CH:24][C:19]=3[CH2:18][N:17]([C:25](=[O:33])[C:26]3[CH:31]=[CH:30][C:29]([Cl:32])=[CH:28][CH:27]=3)[CH2:16][C:15]2=[O:34])=[CH:11][CH:10]=1. The catalyst class is: 10.